This data is from Full USPTO retrosynthesis dataset with 1.9M reactions from patents (1976-2016). The task is: Predict the reactants needed to synthesize the given product. (1) Given the product [CH3:26][N:2]([CH3:1])[C:3]1[N:4]=[C:5]([CH2:12][CH2:13][CH2:14][CH2:15][CH2:16][CH2:17][CH2:18][CH2:19][CH2:20][CH2:21][OH:22])[C:6]([OH:11])=[C:7]([O:9][CH3:10])[N:8]=1, predict the reactants needed to synthesize it. The reactants are: [CH3:1][N:2]([CH3:26])[C:3]1[N:8]=[C:7]([O:9][CH3:10])[C:6]([OH:11])=[C:5]([CH2:12][CH2:13][CH2:14][CH2:15][CH2:16][CH2:17][CH2:18][CH2:19][CH2:20][CH2:21][O:22]COC)[N:4]=1. (2) The reactants are: [O:1]=[C:2]1[CH2:7][CH2:6][CH2:5][CH2:4][NH:3]1.Br[CH2:9][C:10]([O:12][CH3:13])=[O:11]. Given the product [CH3:13][O:12][C:10](=[O:11])[CH2:9][N:3]1[CH2:4][CH2:5][CH2:6][CH2:7][C:2]1=[O:1], predict the reactants needed to synthesize it. (3) Given the product [CH3:11][S:8]([O:13][CH:14]1[CH2:15][C:16]2([CH2:21][CH2:20][N:19]([C:22]([O:24][C:25]([CH3:28])([CH3:27])[CH3:26])=[O:23])[CH2:18]2)[CH2:17]1)(=[O:10])=[O:9], predict the reactants needed to synthesize it. The reactants are: C(N(CC)CC)C.[S:8](Cl)([CH3:11])(=[O:10])=[O:9].[OH:13][CH:14]1[CH2:17][C:16]2([CH2:21][CH2:20][N:19]([C:22]([O:24][C:25]([CH3:28])([CH3:27])[CH3:26])=[O:23])[CH2:18]2)[CH2:15]1.